Dataset: Forward reaction prediction with 1.9M reactions from USPTO patents (1976-2016). Task: Predict the product of the given reaction. The product is: [CH3:1][N:2]1[C:10]2[C:5](=[CH:6][C:7]([C:11]#[N:12])=[CH:8][CH:9]=2)[CH:4]=[C:3]1[CH2:13][CH2:14][CH2:15][CH2:16][CH2:17][CH2:18][CH2:19][CH3:20]. Given the reactants [CH3:1][N:2]1[C:10]2[C:5](=[CH:6][C:7]([CH2:11][NH2:12])=[CH:8][CH:9]=2)[CH:4]=[C:3]1[CH2:13][CH2:14][CH2:15][CH2:16][CH2:17][CH2:18][CH2:19][CH3:20].C(OC(N1CC[C@H](O)[C@H]1C(O)=O)=O)(C)(C)C, predict the reaction product.